From a dataset of Full USPTO retrosynthesis dataset with 1.9M reactions from patents (1976-2016). Predict the reactants needed to synthesize the given product. Given the product [CH2:1]([O:5][C:6]1[CH:7]=[C:8](/[CH:13]=[C:14](\[O:19][CH2:20][CH3:21])/[C:15]([O:17][CH3:18])=[O:16])[CH:9]=[CH:10][C:11]=1[C:26]1[CH:27]=[CH:28][CH:29]=[C:24]([NH:23][CH3:22])[CH:25]=1)[CH2:2][CH2:3][CH3:4], predict the reactants needed to synthesize it. The reactants are: [CH2:1]([O:5][C:6]1[CH:7]=[C:8](/[CH:13]=[C:14](\[O:19][CH2:20][CH3:21])/[C:15]([O:17][CH3:18])=[O:16])[CH:9]=[CH:10][C:11]=1I)[CH2:2][CH2:3][CH3:4].[CH3:22][NH:23][C:24]1[CH:29]=[CH:28][CH:27]=[C:26](B2OC(C)(C)C(C)(C)O2)[CH:25]=1.P([O-])([O-])([O-])=O.[K+].[K+].[K+].O.